Dataset: Reaction yield outcomes from USPTO patents with 853,638 reactions. Task: Predict the reaction yield, written as a fraction of the theoretical maximum amount of product (1.0 means a 100% yield; for example, 0.34 means a 34% yield). (1) The reactants are [F:1][C:2]1[CH:8]=[C:7]([I:9])[CH:6]=[CH:5][C:3]=1[NH2:4].[Li+].CC([N-]C(C)C)C.Cl[C:19]1[C:20]([C:28]([OH:30])=[O:29])=[CH:21][N:22]([CH3:27])[C:23](=[O:26])[C:24]=1[CH3:25]. The catalyst is C1COCC1. The product is [F:1][C:2]1[CH:8]=[C:7]([I:9])[CH:6]=[CH:5][C:3]=1[NH:4][C:19]1[C:20]([C:28]([OH:30])=[O:29])=[CH:21][N:22]([CH3:27])[C:23](=[O:26])[C:24]=1[CH3:25]. The yield is 0.520. (2) The reactants are [CH3:1][CH:2]1[CH2:10][C:9]2[C:4](=[CH:5][CH:6]=[C:7]([C:11]([O:20][Si](CC)(CC)CC)([C:16]([F:19])([F:18])[F:17])[C:12]([F:15])([F:14])[F:13])[CH:8]=2)[N:3]1[CH:28]([C:31]1[CH:36]=[CH:35][CH:34]=[CH:33][CH:32]=1)[CH2:29][OH:30].CCCC[N+](CCCC)(CCCC)CCCC.[F-].CCOCC.[NH4+].[Cl-]. The catalyst is C1COCC1. The product is [F:15][C:12]([F:13])([F:14])[C:11]([C:7]1[CH:8]=[C:9]2[C:4](=[CH:5][CH:6]=1)[N:3]([CH:28]([C:31]1[CH:36]=[CH:35][CH:34]=[CH:33][CH:32]=1)[CH2:29][OH:30])[CH:2]([CH3:1])[CH2:10]2)([OH:20])[C:16]([F:19])([F:18])[F:17]. The yield is 0.620. (3) The reactants are [Br:1][C:2]1[CH:3]=[C:4]2[C:11]3([N:15]=[C:14]([CH3:16])[C:13](=S)[NH:12]3)[CH2:10][CH:9]([CH:18]3[CH2:23][CH2:22][O:21][C:20]([CH3:25])([CH3:24])[CH2:19]3)[O:8][C:5]2=[CH:6][CH:7]=1.[NH3:26].CO. The catalyst is CN(C=O)C. The product is [Br:1][C:2]1[CH:3]=[C:4]2[C:11]3([N:12]=[C:13]([NH2:26])[C:14]([CH3:16])=[N:15]3)[CH2:10][CH:9]([CH:18]3[CH2:23][CH2:22][O:21][C:20]([CH3:25])([CH3:24])[CH2:19]3)[O:8][C:5]2=[CH:6][CH:7]=1. The yield is 0.300. (4) The reactants are Cl[S:2]([CH2:5][CH:6]([CH:10]([CH3:12])[CH3:11])[C:7]([OH:9])=[O:8])(=[O:4])=[O:3].[N:13]1[CH:18]=[CH:17][CH:16]=[C:15]([C:19]2[CH:24]=[CH:23][C:22]([N:25]3[CH2:30][CH2:29][NH:28][CH2:27][CH2:26]3)=[CH:21][CH:20]=2)[CH:14]=1.C(N(CC)CC)C.FC(F)(F)C(O)=O. The catalyst is ClCCl. The product is [CH3:11][CH:10]([CH3:12])[CH:6]([CH2:5][S:2]([N:28]1[CH2:29][CH2:30][N:25]([C:22]2[CH:21]=[CH:20][C:19]([C:15]3[CH:14]=[N:13][CH:18]=[CH:17][CH:16]=3)=[CH:24][CH:23]=2)[CH2:26][CH2:27]1)(=[O:4])=[O:3])[C:7]([OH:9])=[O:8]. The yield is 0.930. (5) The catalyst is CCOCC. The reactants are [Li+:1].C[Si]([N-][Si](C)(C)C)(C)C.[C:11]([C:14]1[O:15][CH:16]=[CH:17][CH:18]=1)(=[O:13])[CH3:12].[C:19](OC(C)(C)C)(=[O:27])[C:20]([O:22][C:23]([CH3:26])([CH3:25])[CH3:24])=[O:21]. The product is [C:23]([O:22][C:20](=[O:21])[C:19]([O-:27])=[CH:12][C:11]([C:14]1[O:15][CH:16]=[CH:17][CH:18]=1)=[O:13])([CH3:26])([CH3:25])[CH3:24].[Li+:1]. The yield is 0.830.